Dataset: Forward reaction prediction with 1.9M reactions from USPTO patents (1976-2016). Task: Predict the product of the given reaction. (1) Given the reactants C[O:2][C:3](=[O:28])[C:4]1[CH:9]=[CH:8][CH:7]=[C:6](/[CH:10]=[C:11]2\[CH:12]=[C:13]([C:21]3[CH:26]=[CH:25][CH:24]=[C:23]([OH:27])[CH:22]=3)[CH:14]([CH2:17][N:18]([CH3:20])[CH3:19])[CH2:15][CH2:16]\2)[CH:5]=1.[OH-].[K+].Cl, predict the reaction product. The product is: [CH3:19][N:18]([CH2:17][CH:14]1[CH2:15][CH2:16]/[C:11](=[CH:10]/[C:6]2[CH:5]=[C:4]([CH:9]=[CH:8][CH:7]=2)[C:3]([OH:28])=[O:2])/[CH:12]=[C:13]1[C:21]1[CH:26]=[CH:25][CH:24]=[C:23]([OH:27])[CH:22]=1)[CH3:20]. (2) Given the reactants [F:1][C:2]([C:5]1[N:6]=[C:7]([CH2:10][N:11]2[N:15]=[C:14]([NH2:16])[CH:13]=[N:12]2)[S:8][CH:9]=1)([F:4])[CH3:3].[Cl:17][C:18]1[CH:19]=[C:20]([C:24]2[O:28][C:27]([CH3:29])=[N:26][C:25]=2[C:30](O)=[O:31])[CH:21]=[CH:22][CH:23]=1, predict the reaction product. The product is: [F:1][C:2]([C:5]1[N:6]=[C:7]([CH2:10][N:11]2[N:15]=[C:14]([NH:16][C:30]([C:25]3[N:26]=[C:27]([CH3:29])[O:28][C:24]=3[C:20]3[CH:21]=[CH:22][CH:23]=[C:18]([Cl:17])[CH:19]=3)=[O:31])[CH:13]=[N:12]2)[S:8][CH:9]=1)([F:4])[CH3:3]. (3) Given the reactants [CH:1]1([C:4]2[CH:11]=[C:10]([N:12]3[C:16](=[O:17])[C:15]([CH3:19])([CH3:18])[NH:14][C:13]3=[O:20])[CH:9]=[CH:8][C:5]=2[C:6]#[N:7])[CH2:3][CH2:2]1.[Br:21][C:22]1[CH:27]=[C:26]([F:28])[CH:25]=[CH:24][C:23]=1[CH2:29]Br, predict the reaction product. The product is: [Br:21][C:22]1[CH:27]=[C:26]([F:28])[CH:25]=[CH:24][C:23]=1[CH2:29][N:14]1[C:15]([CH3:18])([CH3:19])[C:16](=[O:17])[N:12]([C:10]2[CH:9]=[CH:8][C:5]([C:6]#[N:7])=[C:4]([CH:1]3[CH2:2][CH2:3]3)[CH:11]=2)[C:13]1=[O:20].